The task is: Predict the reactants needed to synthesize the given product.. This data is from Full USPTO retrosynthesis dataset with 1.9M reactions from patents (1976-2016). (1) Given the product [O:52]=[C:42]1[NH:43][C:44]2[CH:51]=[CH:50][CH:49]=[CH:48][C:45]=2[CH2:46][CH2:47][N:41]1[CH:38]1[CH2:39][CH2:40][N:35]([C:1]([O:2][C@H:3]2[C:17](=[O:18])[N:16]([CH2:19][C:20]([F:23])([F:22])[F:21])[CH2:15][C:6]3[C:7]4[CH:8]=[N:9][NH:10][C:11]=4[C:12]([Cl:14])=[CH:13][C:5]=3[CH2:4]2)=[O:34])[CH2:36][CH2:37]1, predict the reactants needed to synthesize it. The reactants are: [C:1](=[O:34])(OC1C=CC([N+]([O-])=O)=CC=1)[O:2][C@H:3]1[C:17](=[O:18])[N:16]([CH2:19][C:20]([F:23])([F:22])[F:21])[CH2:15][C:6]2[C:7]3[CH:8]=[N:9][NH:10][C:11]=3[C:12]([Cl:14])=[CH:13][C:5]=2[CH2:4]1.[NH:35]1[CH2:40][CH2:39][CH:38]([N:41]2[CH2:47][CH2:46][C:45]3[CH:48]=[CH:49][CH:50]=[CH:51][C:44]=3[NH:43][C:42]2=[O:52])[CH2:37][CH2:36]1. (2) The reactants are: C(O[C:9]([N:11]1[CH2:16][CH2:15][N:14]([C:17]2[C:18]3[N:25]=[C:24]([C:26]4[CH:31]=[CH:30][C:29]([C:32]([CH3:35])([CH3:34])[CH3:33])=[CH:28][CH:27]=4)[NH:23][C:19]=3[CH:20]=[N:21][CH:22]=2)[CH2:13][CH2:12]1)=O)C1C=CC=CC=1.[CH2:36]([C:38]1[NH:42][C:41](C=O)=[C:40]([CH3:45])[N:39]=1)[CH3:37].C(O[BH-](OC(=O)C)OC(=O)C)(=O)C.[Na+]. Given the product [C:32]([C:29]1[CH:30]=[CH:31][C:26]([C:24]2[NH:25][C:18]3[C:17]([N:14]4[CH2:15][CH2:16][N:11]([CH2:9][C:41]5[NH:42][C:38]([CH2:36][CH3:37])=[N:39][C:40]=5[CH3:45])[CH2:12][CH2:13]4)=[CH:22][N:21]=[CH:20][C:19]=3[N:23]=2)=[CH:27][CH:28]=1)([CH3:34])([CH3:33])[CH3:35], predict the reactants needed to synthesize it. (3) Given the product [F:1][C:2]1[C:3]([CH3:18])=[C:4]([CH:5]=[C:6]([C:8]2[CH:13]=[CH:12][CH:11]=[C:10]([F:14])[CH:9]=2)[CH:7]=1)[NH2:15], predict the reactants needed to synthesize it. The reactants are: [F:1][C:2]1[CH:7]=[C:6]([C:8]2[CH:13]=[CH:12][CH:11]=[C:10]([F:14])[CH:9]=2)[CH:5]=[C:4]([N+:15]([O-])=O)[C:3]=1[CH3:18]. (4) Given the product [NH2:8][C@@H:9]1[CH2:13][CH2:12][CH2:11][C@:10]1([CH2:18][CH3:19])[C:14]([O:16][CH3:17])=[O:15], predict the reactants needed to synthesize it. The reactants are: C([N:8]([C@@H](C1C=CC=CC=1)C)[C@@H:9]1[CH2:13][CH2:12][CH2:11][C@:10]1([CH2:18][CH3:19])[C:14]([O:16][CH3:17])=[O:15])C1C=CC=CC=1.C(O)=O. (5) Given the product [CH3:22][N:18]1[C:17]([C:15]2[CH:14]=[CH:13][C:9]3[CH:10]([CH3:12])[CH2:11][NH:5][CH2:6][CH2:7][C:8]=3[CH:16]=2)=[CH:21][CH:20]=[N:19]1, predict the reactants needed to synthesize it. The reactants are: FC(F)(F)C([N:5]1[CH2:11][CH:10]([CH3:12])[C:9]2[CH:13]=[CH:14][C:15]([C:17]3[N:18]([CH3:22])[N:19]=[CH:20][CH:21]=3)=[CH:16][C:8]=2[CH2:7][CH2:6]1)=O.[OH-].[Na+].